This data is from Full USPTO retrosynthesis dataset with 1.9M reactions from patents (1976-2016). The task is: Predict the reactants needed to synthesize the given product. Given the product [CH3:16][O:17][C:18]1[CH:19]=[CH:20][C:21]([CH2:22][NH:23][C:24]2[C:29]([N+:30]([O-:32])=[O:31])=[CH:28][N:27]=[C:26]([NH:1][C:2]3[N:3]=[CH:4][C:5]([C:8]#[N:9])=[N:6][CH:7]=3)[CH:25]=2)=[CH:34][CH:35]=1, predict the reactants needed to synthesize it. The reactants are: [NH2:1][C:2]1[CH:7]=[N:6][C:5]([C:8]#[N:9])=[CH:4][N:3]=1.CC(C)([O-])C.[Na+].[CH3:16][O:17][C:18]1[CH:35]=[CH:34][C:21]([CH2:22][NH:23][C:24]2[C:29]([N+:30]([O-:32])=[O:31])=[CH:28][N:27]=[C:26](Br)[CH:25]=2)=[CH:20][CH:19]=1.CC1C=CC(S(O)(=O)=O)=CC=1.